Dataset: Reaction yield outcomes from USPTO patents with 853,638 reactions. Task: Predict the reaction yield, written as a fraction of the theoretical maximum amount of product (1.0 means a 100% yield; for example, 0.34 means a 34% yield). (1) The reactants are [CH3:1][O:2][C:3]1[CH:8]=[CH:7][C:6]([C:9]2[C:18](=[O:19])[C:17]3[C:12](=[CH:13][CH:14]=[CH:15][CH:16]=3)[S:11][C:10]=2[CH3:20])=[CH:5][CH:4]=1.C([O-])(O)=[O:22].[Na+].[BH4-].[Na+].[Cl-].[NH4+]. The catalyst is ClC1C=CC=CC=1.CO. The product is [OH:22][CH2:20][C:10]1[S:11][C:12]2[C:17]([C:18](=[O:19])[C:9]=1[C:6]1[CH:7]=[CH:8][C:3]([O:2][CH3:1])=[CH:4][CH:5]=1)=[CH:16][CH:15]=[CH:14][CH:13]=2. The yield is 0.410. (2) The reactants are [H-].[Al+3].[Li+].[H-].[H-].[H-].C([O:9][C:10]([C:12]1[N:13]([CH2:25][CH2:26][NH:27][C:28]([O:30][C:31]([CH3:34])([CH3:33])[CH3:32])=[O:29])[N:14]=[C:15]([CH2:17][O:18][C:19]2[CH:24]=[CH:23][CH:22]=[CH:21][CH:20]=2)[CH:16]=1)=O)C. The catalyst is C1COCC1.CCOC(C)=O. The product is [C:31]([O:30][C:28](=[O:29])[NH:27][CH2:26][CH2:25][N:13]1[C:12]([CH2:10][OH:9])=[CH:16][C:15]([CH2:17][O:18][C:19]2[CH:20]=[CH:21][CH:22]=[CH:23][CH:24]=2)=[N:14]1)([CH3:34])([CH3:32])[CH3:33]. The yield is 0.760. (3) The yield is 0.938. The catalyst is C(OCC)(=O)C. The reactants are [NH2:1][C:2](=[O:37])[CH2:3][O:4][C:5]1[CH:6]=[C:7]2[C:12](=[CH:13][CH:14]=1)[C:11](=[O:15])[N:10]([CH2:16][CH:17]([CH3:19])[CH3:18])[C:9]([CH2:20][NH:21]C(=O)OC(C)(C)C)=[C:8]2[O:29][CH2:30][CH2:31][CH2:32][C:33]([F:36])([F:35])[F:34].[H][H].[Cl-:40]. The product is [ClH:40].[NH2:21][CH2:20][C:9]1[N:10]([CH2:16][CH:17]([CH3:19])[CH3:18])[C:11](=[O:15])[C:12]2[C:7]([C:8]=1[O:29][CH2:30][CH2:31][CH2:32][C:33]([F:36])([F:35])[F:34])=[CH:6][C:5]([O:4][CH2:3][C:2]([NH2:1])=[O:37])=[CH:14][CH:13]=2. (4) The reactants are [NH2:1][C:2]1[CH:7]=[CH:6][NH:5][C:4](=[O:8])[N:3]=1.[CH3:9][C:10]([O:13][C:14](O[C:14]([O:13][C:10]([CH3:12])([CH3:11])[CH3:9])=[O:15])=[O:15])([CH3:12])[CH3:11].O. The catalyst is CN(C=O)C.CN(C1C=CN=CC=1)C. The product is [O:8]=[C:4]1[N:3]=[C:2]([NH:1][C:14](=[O:15])[O:13][C:10]([CH3:12])([CH3:11])[CH3:9])[CH:7]=[CH:6][NH:5]1. The yield is 0.370. (5) The reactants are [C:1]([C:3]1[CH:12]=[CH:11][C:6]([C:7]([O:9]C)=[O:8])=[CH:5][CH:4]=1)#[CH:2].CO.[Li+].[OH-].Cl. The catalyst is C1COCC1.O. The product is [C:1]([C:3]1[CH:12]=[CH:11][C:6]([C:7]([OH:9])=[O:8])=[CH:5][CH:4]=1)#[CH:2]. The yield is 0.910. (6) The reactants are [N+:1]([C:4]1[CH:15]=[CH:14][C:7]2[NH:8][C:9](=O)[CH2:10][CH2:11][CH2:12][C:6]=2[CH:5]=1)([O-:3])=[O:2].B.C1COCC1. The product is [N+:1]([C:4]1[CH:15]=[CH:14][C:7]2[NH:8][CH2:9][CH2:10][CH2:11][CH2:12][C:6]=2[CH:5]=1)([O-:3])=[O:2]. The catalyst is C1COCC1. The yield is 0.630. (7) The reactants are [CH:1]1([C:4]([OH:6])=O)[CH2:3][CH2:2]1.CN(C(ON1N=NC2C1=CC=CC=2)=[N+](C)C)C.F[P-](F)(F)(F)(F)F.C(OC([N:38]1[CH2:44][C@@H:43]2[CH2:45][C@H:39]1[CH2:40][NH:41][CH2:42]2)=O)(C)(C)C.[Cl-].[NH4+]. The catalyst is ClCCl. The product is [CH:1]1([C:4]([N:41]2[CH2:40][C@@H:39]3[CH2:45][C@@H:43]([CH2:44][NH:38]3)[CH2:42]2)=[O:6])[CH2:3][CH2:2]1. The yield is 0.420.